From a dataset of Forward reaction prediction with 1.9M reactions from USPTO patents (1976-2016). Predict the product of the given reaction. The product is: [Br:5][C:6]1[CH:15]=[CH:14][CH:13]=[C:12]2[C:7]=1[CH:8]=[CH:9][C:10]([O:18][CH3:19])=[C:11]2[CH2:16][Cl:3]. Given the reactants S(Cl)([Cl:3])=O.[Br:5][C:6]1[CH:15]=[CH:14][CH:13]=[C:12]2[C:7]=1[CH:8]=[CH:9][C:10]([O:18][CH3:19])=[C:11]2[CH2:16]O.N1C=CC=CC=1, predict the reaction product.